This data is from Full USPTO retrosynthesis dataset with 1.9M reactions from patents (1976-2016). The task is: Predict the reactants needed to synthesize the given product. (1) Given the product [CH3:5][CH:4]([NH:6][CH2:7][CH:8]([OH:21])[CH2:9][O:10][C:11]1[CH:12]=[CH:13][CH:14]=[C:15]2[CH:20]=[CH:19][CH:18]=[CH:17][C:16]=12)[CH3:3], predict the reactants needed to synthesize it. The reactants are: [H-].[Na+].[CH3:3][CH:4]([NH:6][CH2:7][CH:8]([OH:21])[CH2:9][O:10][C:11]1[CH:12]=[CH:13][CH:14]=[C:15]2[CH:20]=[CH:19][CH:18]=[CH:17][C:16]=12)[CH3:5].Cl.COCCOCCOCCOCCOCCBr. (2) Given the product [N+:23]([C:20]1[CH:21]=[CH:22][C:17]([O:1][C:2]2[CH:11]=[C:6]([C:7]([O:9][CH3:10])=[O:8])[CH:5]=[C:4]([CH:3]=2)[C:12]([O:14][CH3:15])=[O:13])=[CH:18][CH:19]=1)([O-:25])=[O:24], predict the reactants needed to synthesize it. The reactants are: [OH:1][C:2]1[CH:3]=[C:4]([C:12]([O:14][CH3:15])=[O:13])[CH:5]=[C:6]([CH:11]=1)[C:7]([O:9][CH3:10])=[O:8].F[C:17]1[CH:22]=[CH:21][C:20]([N+:23]([O-:25])=[O:24])=[CH:19][CH:18]=1.CN(C)C=O.C1(C)C=CC=CC=1. (3) Given the product [C:1]([C:3]12[CH2:10][C:7]([NH:11][C:12](=[O:18])[O:13][C:14]([CH3:17])([CH3:16])[CH3:15])([CH2:8][CH2:9]1)[CH2:6][CH2:5][CH2:4]2)#[CH:19], predict the reactants needed to synthesize it. The reactants are: [CH:1]([C:3]12[CH2:10][C:7]([NH:11][C:12](=[O:18])[O:13][C:14]([CH3:17])([CH3:16])[CH3:15])([CH2:8][CH2:9]1)[CH2:6][CH2:5][CH2:4]2)=O.[C:19]([O-])([O-])=O.[K+].[K+].[N+](=C(P(=O)(OC)OC)C(=O)C)=[N-].C([O-])(O)=O.[Na+]. (4) Given the product [C:1]([C:5]1[CH:28]=[CH:27][C:8]([CH2:9][N:10]2[CH2:14][CH:13]([CH2:15][CH2:16][CH2:17][C:18]3[CH:19]=[CH:20][C:21]([O:24][C:36]([CH2:44][CH3:45])([CH2:42][CH3:43])[C:37]([OH:39])=[O:38])=[CH:22][CH:23]=3)[N:12]([CH3:25])[C:11]2=[O:26])=[CH:7][CH:6]=1)([CH3:4])([CH3:2])[CH3:3], predict the reactants needed to synthesize it. The reactants are: [C:1]([C:5]1[CH:28]=[CH:27][C:8]([CH2:9][N:10]2[CH2:14][CH:13]([CH2:15][CH2:16][CH2:17][C:18]3[CH:23]=[CH:22][C:21]([OH:24])=[CH:20][CH:19]=3)[N:12]([CH3:25])[C:11]2=[O:26])=[CH:7][CH:6]=1)([CH3:4])([CH3:3])[CH3:2].CC(C)([O-])C.[K+].Br[C:36]([CH2:44][CH3:45])([CH2:42][CH3:43])[C:37]([O:39]CC)=[O:38].[OH-].[Na+]. (5) Given the product [NH2:1][C:4]1[CH:5]=[CH:6][C:7]([C:15]([F:16])([F:17])[F:18])=[C:8]([NH:10][C:11](=[O:14])[CH:12]=[CH2:13])[CH:9]=1, predict the reactants needed to synthesize it. The reactants are: [N+:1]([C:4]1[CH:5]=[CH:6][C:7]([C:15]([F:18])([F:17])[F:16])=[C:8]([NH:10][C:11](=[O:14])[CH:12]=[CH2:13])[CH:9]=1)([O-])=O.[Cl-].[NH4+]. (6) Given the product [CH2:9]([C@H:12]1[CH2:17][CH2:16][C@H:15]([CH2:18][CH2:19][C@H:20]2[CH2:21][CH2:22][C@H:23]([C:26]([O:28][CH2:6][CH3:7])=[O:27])[CH2:24][CH2:25]2)[CH2:14][CH2:13]1)[CH2:10][CH3:11], predict the reactants needed to synthesize it. The reactants are: S(=O)(=O)(O)O.[CH2:6](O)[CH3:7].[CH2:9]([C@H:12]1[CH2:17][CH2:16][C@H:15]([CH2:18][CH2:19][C@H:20]2[CH2:25][CH2:24][C@H:23]([C:26]([OH:28])=[O:27])[CH2:22][CH2:21]2)[CH2:14][CH2:13]1)[CH2:10][CH3:11]. (7) Given the product [OH:11][CH:4]1[CH2:3][C:2]([CH3:12])([CH3:1])[N:7]([O:35][C:22](=[N:23][C:24]2[CH:25]=[CH:26][C:27]([CH3:30])=[CH:28][CH:29]=2)[NH:21][C:18]2[CH:19]=[CH:20][C:15]([CH3:31])=[CH:16][CH:17]=2)[C:6]([CH3:10])([CH3:9])[CH2:5]1, predict the reactants needed to synthesize it. The reactants are: [CH3:1][C:2]1([CH3:12])[N:7]([O])[C:6]([CH3:10])([CH3:9])[CH2:5][CH:4]([OH:11])[CH2:3]1.[H][H].[C:15]1([CH3:31])[CH:20]=[CH:19][C:18]([N:21]=[C:22]=[N:23][C:24]2[CH:29]=[CH:28][C:27]([CH3:30])=[CH:26][CH:25]=2)=[CH:17][CH:16]=1.C1C[O:35]CC1. (8) Given the product [NH:10]([C:2]1[CH:9]=[CH:8][C:5]([C:6]#[N:7])=[CH:4][N:3]=1)[NH2:11], predict the reactants needed to synthesize it. The reactants are: Cl[C:2]1[CH:9]=[CH:8][C:5]([C:6]#[N:7])=[CH:4][N:3]=1.[NH2:10][NH2:11]. (9) Given the product [ClH:1].[NH2:9][CH2:10][C@H:11]1[CH2:12][CH2:13][C@H:14]([C:17]([NH:19][C@@H:20]([CH2:44][C:45]2[CH:50]=[CH:49][C:48]([C:51]3[CH:56]=[CH:55][C:54]([O:57][CH3:58])=[C:53]([S:59]([N:62]4[CH2:63][CH2:64][O:65][CH2:66][CH2:67]4)(=[O:61])=[O:60])[CH:52]=3)=[CH:47][CH:46]=2)[C:21]([NH:23][C:24]2[CH:25]=[CH:26][C:27]([C:30]3[NH:34][N:33]=[C:32]([C:35]([F:42])([F:43])[C:36]([F:40])([F:41])[C:37]([OH:39])=[O:38])[N:31]=3)=[CH:28][CH:29]=2)=[O:22])=[O:18])[CH2:15][CH2:16]1, predict the reactants needed to synthesize it. The reactants are: [ClH:1].C(OC([NH:9][CH2:10][C@H:11]1[CH2:16][CH2:15][C@H:14]([C:17]([NH:19][C@@H:20]([CH2:44][C:45]2[CH:50]=[CH:49][C:48]([C:51]3[CH:56]=[CH:55][C:54]([O:57][CH3:58])=[C:53]([S:59]([N:62]4[CH2:67][CH2:66][O:65][CH2:64][CH2:63]4)(=[O:61])=[O:60])[CH:52]=3)=[CH:47][CH:46]=2)[C:21]([NH:23][C:24]2[CH:29]=[CH:28][C:27]([C:30]3[NH:34][N:33]=[C:32]([C:35]([F:43])([F:42])[C:36]([F:41])([F:40])[C:37]([OH:39])=[O:38])[N:31]=3)=[CH:26][CH:25]=2)=[O:22])=[O:18])[CH2:13][CH2:12]1)=O)(C)(C)C.C(#N)C.